Predict the product of the given reaction. From a dataset of Forward reaction prediction with 1.9M reactions from USPTO patents (1976-2016). (1) Given the reactants Cl.[CH:2]1([NH:5][C:6]([NH:8][C:9]2[CH:14]=[CH:13][C:12]([C:15]3[N:16]=[C:17]([N:24]4[CH2:29][CH2:28][O:27][CH2:26][C@H:25]4[CH3:30])[C:18]4[CH2:23][NH:22][CH2:21][C:19]=4[N:20]=3)=[C:11]([F:31])[CH:10]=2)=[O:7])[CH2:4][CH2:3]1.CCN(CC)CC.[CH:39]1([C:42](Cl)=[O:43])[CH2:41][CH2:40]1, predict the reaction product. The product is: [CH:39]1([C:42]([N:22]2[CH2:23][C:18]3[C:17]([N:24]4[CH2:29][CH2:28][O:27][CH2:26][C@H:25]4[CH3:30])=[N:16][C:15]([C:12]4[CH:13]=[CH:14][C:9]([NH:8][C:6]([NH:5][CH:2]5[CH2:3][CH2:4]5)=[O:7])=[CH:10][C:11]=4[F:31])=[N:20][C:19]=3[CH2:21]2)=[O:43])[CH2:41][CH2:40]1. (2) Given the reactants [N:1]1[CH:6]=[CH:5][C:4]([N:7]2[CH2:12][CH2:11][CH:10]([CH2:13][NH:14][C:15]([NH:17][C:18]3[CH:23]=[CH:22][CH:21]=[CH:20][C:19]=3[N+:24]([O-])=O)=[O:16])[CH2:9][CH2:8]2)=[CH:3][CH:2]=1, predict the reaction product. The product is: [N:1]1[CH:6]=[CH:5][C:4]([N:7]2[CH2:8][CH2:9][CH:10]([CH2:13][NH:14][C:15]([NH:17][C:18]3[C:19]([NH2:24])=[CH:20][CH:21]=[CH:22][CH:23]=3)=[O:16])[CH2:11][CH2:12]2)=[CH:3][CH:2]=1. (3) Given the reactants [C:1]([NH:5][C:6]1[C:7](F)=[N:8][C:9]2[C:14]([N:15]=1)=[C:13]([C:16](=[O:18])[CH3:17])[CH:12]=[CH:11][CH:10]=2)([CH3:4])([CH3:3])[CH3:2].O1CCOCC1.[ClH:26], predict the reaction product. The product is: [C:1]([NH:5][C:6]1[C:7]([Cl:26])=[N:8][C:9]2[C:14]([N:15]=1)=[C:13]([C:16](=[O:18])[CH3:17])[CH:12]=[CH:11][CH:10]=2)([CH3:4])([CH3:3])[CH3:2]. (4) Given the reactants [C:1]1([NH:11][C:12]2[CH:17]=[C:16]([NH:18][C:19]3[C:28]4[C:23](=[CH:24][CH:25]=[CH:26][CH:27]=4)[CH:22]=[CH:21][CH:20]=3)[CH:15]=[C:14]([NH:29][C:30]3[C:39]4[C:34](=[CH:35][CH:36]=[CH:37][CH:38]=4)[CH:33]=[CH:32][CH:31]=3)[CH:13]=2)[C:10]2[C:5](=[CH:6][CH:7]=[CH:8][CH:9]=2)[CH:4]=[CH:3][CH:2]=1.I[C:41]1[CH:46]=[CH:45][C:44]([C:47]2[CH:52]=[CH:51][CH:50]=[CH:49][CH:48]=2)=[CH:43][CH:42]=1.C(=O)([O-])[O-].[K+].[K+].C1O[CH2:75][CH2:74]OCCOCCOCCOCCOC1, predict the reaction product. The product is: [C:44]1([C:47]2[CH:52]=[CH:51][CH:50]=[CH:49][CH:48]=2)[CH:45]=[CH:46][C:41]([N:11]([C:12]2[CH:13]=[C:14]([N:29]([C:30]3[C:39]4[C:34](=[CH:35][CH:36]=[CH:37][CH:38]=4)[CH:33]=[CH:32][CH:31]=3)[C:50]3[CH:51]=[CH:52][C:47]([C:44]4[CH:45]=[CH:46][CH:41]=[CH:42][CH:43]=4)=[CH:48][CH:49]=3)[CH:15]=[C:16]([N:18]([C:19]3[C:28]4[C:23](=[CH:24][CH:25]=[CH:26][CH:27]=4)[CH:22]=[CH:21][CH:20]=3)[C:1]3[CH:10]=[CH:5][C:4]([C:75]4[CH:74]=[CH:9][CH:8]=[CH:7][CH:6]=4)=[CH:3][CH:2]=3)[CH:17]=2)[C:1]2[C:10]3[C:5](=[CH:6][CH:7]=[CH:8][CH:9]=3)[CH:4]=[CH:3][CH:2]=2)=[CH:42][CH:43]=1. (5) Given the reactants [C:1](OC(=O)C)(=[O:3])[CH3:2].[Cl:8][C:9]1[C:17]2[N:16]=[C:15]3[N:18]([C:22]4[C:27]([Cl:28])=[CH:26][C:25]([Cl:29])=[CH:24][N:23]=4)[CH2:19][CH2:20][CH2:21][N:14]3[C:13]=2[C:12]([CH:30]([OH:33])[CH2:31][CH3:32])=[CH:11][CH:10]=1, predict the reaction product. The product is: [C:1]([O:33][CH:30]([C:12]1[C:13]2[N:14]3[CH2:21][CH2:20][CH2:19][N:18]([C:22]4[C:27]([Cl:28])=[CH:26][C:25]([Cl:29])=[CH:24][N:23]=4)[C:15]3=[N:16][C:17]=2[C:9]([Cl:8])=[CH:10][CH:11]=1)[CH2:31][CH3:32])(=[O:3])[CH3:2]. (6) Given the reactants [CH3:1][C:2]1[CH:10]=[CH:9][C:5]([CH:6]=[N:7][OH:8])=[CH:4][CH:3]=1.[CH2:11]([NH:14][C:15](=[O:23])[NH:16][C:17]1[CH:22]=[CH:21][CH:20]=[CH:19][CH:18]=1)[C:12]#[CH:13].Cl[O-].[Na+].O, predict the reaction product. The product is: [C:2]1([CH3:1])[CH:10]=[CH:9][C:5]([C:6]2[CH:13]=[C:12]([CH2:11][NH:14][C:15](=[O:23])[NH:16][C:17]3[CH:18]=[CH:19][CH:20]=[CH:21][CH:22]=3)[O:8][N:7]=2)=[CH:4][CH:3]=1. (7) The product is: [NH2:1][C:2]1[N:3]=[C:4]([C:13]2[O:14][C:15]([CH2:18][O:19][CH3:20])=[CH:16][CH:17]=2)[C:5]([C:11]#[N:12])=[C:6]([S:8][CH2:10][CH2:23][C:24]2[CH:29]=[CH:28][CH:27]=[CH:26][N:25]=2)[N:7]=1. Given the reactants [NH2:1][C:2]1[N:7]=[C:6]([S:8]([CH3:10])=O)[C:5]([C:11]#[N:12])=[C:4]([C:13]2[O:14][C:15]([CH2:18][O:19][CH3:20])=[CH:16][CH:17]=2)[N:3]=1.SC[CH2:23][C:24]1[CH:29]=[CH:28][CH:27]=[CH:26][N:25]=1.C1CCN2C(=NCCC2)CC1, predict the reaction product.